From a dataset of Reaction yield outcomes from USPTO patents with 853,638 reactions. Predict the reaction yield, written as a fraction of the theoretical maximum amount of product (1.0 means a 100% yield; for example, 0.34 means a 34% yield). (1) The reactants are [CH3:1][O:2][C:3](=[O:14])[C:4]1[CH:9]=[CH:8][C:7]([O:10]CC=C)=[CH:6][CH:5]=1.C(N(CC)[C:18]1[CH:23]=CC=C[CH:19]=1)C. The catalyst is C(OCC)C. The product is [CH2:23]([C:8]1[CH:9]=[C:4]([CH:5]=[CH:6][C:7]=1[OH:10])[C:3]([O:2][CH3:1])=[O:14])[CH:18]=[CH2:19]. The yield is 0.750. (2) The reactants are C([O:8][C:9]1[CH:14]=[C:13]([O:15]CC2C=CC=CC=2)[C:12]([C:23]([CH3:25])=[CH2:24])=[CH:11][C:10]=1[C:26]([N:28]1[CH2:36][C:35]2[C:30](=[CH:31][CH:32]=[C:33]([O:37][CH2:38][CH2:39][N:40]([CH3:42])[CH3:41])[CH:34]=2)[CH2:29]1)=[O:27])C1C=CC=CC=1.[CH3:43]O. The catalyst is [Pd]. The product is [OH:8][C:9]1[CH:14]=[C:13]([OH:15])[C:12]([CH:23]([CH3:24])[CH3:25])=[CH:11][C:10]=1[C:26]([N:28]1[CH2:36][C:35]2[C:30](=[C:31]([CH3:43])[CH:32]=[C:33]([O:37][CH2:38][CH2:39][N:40]([CH3:42])[CH3:41])[CH:34]=2)[CH2:29]1)=[O:27]. The yield is 0.350. (3) The reactants are [Cl:1][C:2]1[CH:7]=[C:6]([OH:8])[C:5](I)=[CH:4][C:3]=1[C:10]1[CH:15]=[CH:14][CH:13]=[C:12]([C:16]([F:19])([F:18])[F:17])[CH:11]=1.C([Sn](CCCC)(CCCC)[C:25]1[CH:30]=[CH:29][N:28]=[N:27][CH:26]=1)CCC.[F-].[Cs+]. The catalyst is C(#N)C.[Cu](I)I.C1C=CC([P]([Pd]([P](C2C=CC=CC=2)(C2C=CC=CC=2)C2C=CC=CC=2)([P](C2C=CC=CC=2)(C2C=CC=CC=2)C2C=CC=CC=2)[P](C2C=CC=CC=2)(C2C=CC=CC=2)C2C=CC=CC=2)(C2C=CC=CC=2)C2C=CC=CC=2)=CC=1. The product is [Cl:1][C:2]1[CH:7]=[C:6]([OH:8])[C:5]([C:25]2[CH:30]=[CH:29][N:28]=[N:27][CH:26]=2)=[CH:4][C:3]=1[C:10]1[CH:15]=[CH:14][CH:13]=[C:12]([C:16]([F:19])([F:18])[F:17])[CH:11]=1. The yield is 0.710. (4) The reactants are [CH3:1][C:2]1[O:6][N:5]=[C:4]([C:7]2[CH:12]=[CH:11][CH:10]=[CH:9][CH:8]=2)[C:3]=1[C:13]1[CH:18]=[CH:17][C:16]([S:19](Cl)(=[O:21])=[O:20])=[CH:15][CH:14]=1.C([O:26][CH2:27][CH3:28])(=O)C. The catalyst is C1COCC1. The product is [CH3:1][C:2]1[O:6][N:5]=[C:4]([C:7]2[CH:12]=[CH:11][CH:10]=[CH:9][CH:8]=2)[C:3]=1[C:13]1[CH:18]=[CH:17][C:16]([S:19]([N:5]2[CH2:4][CH2:3][CH2:2][C@H:28]2[CH2:27][OH:26])(=[O:21])=[O:20])=[CH:15][CH:14]=1. The yield is 0.970.